Regression/Classification. Given a drug SMILES string, predict its absorption, distribution, metabolism, or excretion properties. Task type varies by dataset: regression for continuous measurements (e.g., permeability, clearance, half-life) or binary classification for categorical outcomes (e.g., BBB penetration, CYP inhibition). For this dataset (solubility_aqsoldb), we predict Y. From a dataset of Aqueous solubility values for 9,982 compounds from the AqSolDB database. (1) The molecule is CCN(CC)CC(C)OC(=O)c1ccc(N)cc1. The Y is -2.35 log mol/L. (2) The compound is Clc1cc(Cl)c(-c2c(Cl)ccc(Cl)c2Cl)c(Cl)c1Cl. The Y is -8.15 log mol/L. (3) The drug is CCCCCCC(O)CO. The Y is -1.29 log mol/L.